Dataset: Aqueous solubility values for 9,982 compounds from the AqSolDB database. Task: Regression/Classification. Given a drug SMILES string, predict its absorption, distribution, metabolism, or excretion properties. Task type varies by dataset: regression for continuous measurements (e.g., permeability, clearance, half-life) or binary classification for categorical outcomes (e.g., BBB penetration, CYP inhibition). For this dataset (solubility_aqsoldb), we predict Y. (1) The drug is CCOC(=O)CC(O)(CC(=O)OCC)C(=O)OCC. The Y is -0.628 log mol/L. (2) The drug is CC(C)CCCC(C)CCCC(C)CCCCC(C)CCCC(C)CCCC(C)C. The Y is -5.15 log mol/L. (3) The Y is -2.92 log mol/L. The molecule is CCCCCCCC(OC)OC. (4) The molecule is COc1ccc(OC)c(N)c1. The Y is -1.86 log mol/L. (5) The molecule is Cc1ncc(CO)c(C=O)c1O.[Cl-].[H+]. The Y is 0.390 log mol/L. (6) The molecule is CCOC(=O)c1[nH]c(C)cc1C. The Y is -2.62 log mol/L.